Dataset: Reaction yield outcomes from USPTO patents with 853,638 reactions. Task: Predict the reaction yield, written as a fraction of the theoretical maximum amount of product (1.0 means a 100% yield; for example, 0.34 means a 34% yield). (1) The reactants are N(OCC)=O.[N:6]([O-:8])=O.[Na+].S(=O)(=O)(O)O.[CH3:15][C:16](=O)[CH2:17][CH2:18][C:19](=[O:21])[CH3:20]. The catalyst is C(O)C.O.Cl.CCOCC. The product is [CH3:15][C:16]1[O:8][N:6]=[C:18]([C:19](=[O:21])[CH3:20])[CH:17]=1. The yield is 0.690. (2) The reactants are [F:1][C:2]1[CH:7]=[CH:6][CH:5]=[C:4]([N+]([O-])=O)[C:3]=1[CH:11]=[CH:12][N:13]1CCCC1. The catalyst is [Ni].CO. The product is [F:1][C:2]1[CH:7]=[CH:6][CH:5]=[C:4]2[C:3]=1[CH:11]=[CH:12][NH:13]2. The yield is 0.600. (3) The reactants are [NH2:1][C:2]1[CH:7]=[CH:6][N:5]=[CH:4][CH:3]=1.C[Al](C)C.C1(C)C=CC=CC=1.[Cl:19][C:20]1[CH:21]=[CH:22][N:23]2[C:28]=1[C:27](=[O:29])[O:26][C:25]([CH2:30][N:31]1[CH:39]=[N:38][C:37]3[C:32]1=[N:33][CH:34]=[N:35][C:36]=3[N:40](C(OC(C)(C)C)=O)[C:41]([O:43][C:44]([CH3:47])([CH3:46])[CH3:45])=[O:42])=[N:24]2.O.O.C(C(C(C([O-])=O)O)O)([O-])=O.[Na+].[Na+]. The catalyst is ClCCl.O. The product is [Cl:19][C:20]1[CH:21]=[CH:22][N:23]([NH:24][C:25](=[O:26])[CH2:30][N:31]2[CH:39]=[N:38][C:37]3[C:32]2=[N:33][CH:34]=[N:35][C:36]=3[NH:40][C:41](=[O:42])[O:43][C:44]([CH3:47])([CH3:45])[CH3:46])[C:28]=1[C:27](=[O:29])[NH:1][C:2]1[CH:7]=[CH:6][N:5]=[CH:4][CH:3]=1. The yield is 0.930. (4) The reactants are [C:1]1([CH2:7][C:8]([O:10][CH2:11][CH3:12])=[O:9])[CH:6]=[CH:5][CH:4]=[CH:3][CH:2]=1.[Li+].[CH3:14]C([N-]C(C)C)C.CI.[Br:23][CH2:24][CH2:25][CH2:26]Br.[NH4+].[Cl-]. The catalyst is C1COCC1.CN1C(=O)N(C)CCC1. The product is [CH2:11]([O:10][C:8](=[O:9])[C:7]([CH3:14])([C:1]1[CH:6]=[CH:5][CH:4]=[CH:3][CH:2]=1)[CH2:26][CH2:25][CH2:24][Br:23])[CH3:12]. The yield is 0.590. (5) The reactants are [I:1][C:2]1[CH:9]=[CH:8][C:5]([CH:6]=O)=[CH:4][CH:3]=1.[CH3:10][C:11]([S:14]([NH2:16])=[O:15])([CH3:13])[CH3:12].CO.C(=O)(O)[O-].[Na+]. The catalyst is ClCCl.[O-]CC.[Ti+4].[O-]CC.[O-]CC.[O-]CC. The product is [I:1][C:2]1[CH:9]=[CH:8][C:5]([CH:6]=[N:16][S:14]([C:11]([CH3:13])([CH3:12])[CH3:10])=[O:15])=[CH:4][CH:3]=1. The yield is 0.930. (6) The reactants are [CH2:1]([N:8]1[CH2:13][CH2:12][N:11]([C:14]2[CH:15]=[C:16]3[C:20](=[CH:21][CH:22]=2)[NH:19][N:18]=[C:17]3[S:23]([C:26]2[CH:31]=[CH:30][CH:29]=[CH:28][CH:27]=2)(=[O:25])=[O:24])[CH2:10][CH2:9]1)[C:2]1[CH:7]=[CH:6][CH:5]=[CH:4][CH:3]=1.[H-].[Na+].[CH3:34]I. The catalyst is C1COCC1.O.CCOC(C)=O. The product is [CH2:1]([N:8]1[CH2:9][CH2:10][N:11]([C:14]2[CH:15]=[C:16]3[C:20](=[CH:21][CH:22]=2)[N:19]([CH3:34])[N:18]=[C:17]3[S:23]([C:26]2[CH:31]=[CH:30][CH:29]=[CH:28][CH:27]=2)(=[O:24])=[O:25])[CH2:12][CH2:13]1)[C:2]1[CH:3]=[CH:4][CH:5]=[CH:6][CH:7]=1. The yield is 0.430. (7) The reactants are [CH:1]([C:3]1[C:4]([NH:12][C:13]2[CH:25]=[CH:24][C:16]([C:17]([O:19][C:20]([CH3:23])([CH3:22])[CH3:21])=[O:18])=[CH:15][CH:14]=2)=[N:5][C:6]([S:10][CH3:11])=[N:7][C:8]=1[CH3:9])=O. The catalyst is C1COCC1. The product is [CH2:20]([O:19][C:17](=[O:18])/[CH:16]=[CH:1]/[C:3]1[C:4]([NH:12][C:13]2[CH:25]=[CH:24][C:16]([C:17]([O:19][C:20]([CH3:22])([CH3:23])[CH3:21])=[O:18])=[CH:15][CH:14]=2)=[N:5][C:6]([S:10][CH3:11])=[N:7][C:8]=1[CH3:9])[CH3:21]. The yield is 0.944.